This data is from Full USPTO retrosynthesis dataset with 1.9M reactions from patents (1976-2016). The task is: Predict the reactants needed to synthesize the given product. Given the product [Cl:14][C:15]1[CH:20]=[CH:19][CH:18]=[CH:17][C:16]=1[C:2]1[N:7]=[C:6]([O:8][CH3:9])[C:5]([N+:10]([O-:12])=[O:11])=[C:4]([NH2:13])[CH:3]=1, predict the reactants needed to synthesize it. The reactants are: Cl[C:2]1[N:7]=[C:6]([O:8][CH3:9])[C:5]([N+:10]([O-:12])=[O:11])=[C:4]([NH2:13])[CH:3]=1.[Cl:14][C:15]1[CH:20]=[CH:19][CH:18]=[CH:17][C:16]=1B(O)O.C(=O)([O-])[O-].[Na+].[Na+].C1(C)C=CC=CC=1.